Task: Predict the reaction yield, written as a fraction of the theoretical maximum amount of product (1.0 means a 100% yield; for example, 0.34 means a 34% yield).. Dataset: Reaction yield outcomes from USPTO patents with 853,638 reactions (1) The reactants are [C:1]([CH:5]1[CH2:14][CH2:13][C:8]2(OCC[O:9]2)[CH:7]=[CH:6]1)([CH3:4])([CH3:3])[CH3:2].OS(O)(=O)=O. The catalyst is O1CCOCC1. The product is [C:1]([CH:5]1[CH2:14][CH2:13][C:8](=[O:9])[CH:7]=[CH:6]1)([CH3:4])([CH3:2])[CH3:3]. The yield is 0.820. (2) The product is [Cl:12][C:13]1[CH:18]=[CH:17][CH:16]=[C:15]([Cl:19])[C:14]=1[N:20]1[CH:31]=[CH:30][C:23]2[N:24]=[C:25]([NH:42][C:43]3[CH:48]=[CH:47][C:46]([N:49]4[CH2:54][CH2:53][N:52]([C:55]([O:57][C:58]([CH3:59])([CH3:61])[CH3:60])=[O:56])[CH2:51][CH2:50]4)=[C:45]([CH2:62][OH:63])[CH:44]=3)[N:26]=[CH:27][C:22]=2[C:21]1=[O:32]. The yield is 0.340. The reactants are C1C=C(Cl)C=C(C(OO)=O)C=1.[Cl:12][C:13]1[CH:18]=[CH:17][CH:16]=[C:15]([Cl:19])[C:14]=1[N:20]1[CH:31]=[CH:30][C:23]2[N:24]=[C:25](SC)[N:26]=[CH:27][C:22]=2[C:21]1=[O:32].CCN(C(C)C)C(C)C.[NH2:42][C:43]1[CH:48]=[CH:47][C:46]([N:49]2[CH2:54][CH2:53][N:52]([C:55]([O:57][C:58]([CH3:61])([CH3:60])[CH3:59])=[O:56])[CH2:51][CH2:50]2)=[C:45]([CH2:62][OH:63])[CH:44]=1. The catalyst is C(Cl)Cl.C1(C)C=CC=CC=1. (3) The reactants are [CH2:1]([O:7][C:8]([C@@H:10]1[CH2:15][CH2:14][CH2:13][N:12]([C:16](=[O:48])[C@@H:17]([NH:33][C:34](=[O:47])[C@@H:35]([NH:39][C:40](OC(C)(C)C)=[O:41])[CH:36]([CH3:38])[CH3:37])[CH2:18][C:19]2[CH:24]=[CH:23][CH:22]=[C:21]([O:25][Si:26]([C:29]([CH3:32])([CH3:31])[CH3:30])([CH3:28])[CH3:27])[CH:20]=2)[NH:11]1)=[O:9])[CH2:2][CH2:3][CH2:4][CH:5]=[CH2:6].FC(F)(F)S(O[Si](C)(C)C)(=O)=O.C(N(CC)C(C)C)(C)C.[CH3:70][O:71][C@@H:72]([CH2:78][CH2:79][CH:80]=[CH2:81])[C@H:73](C)[C:74](O)=O.F[P-](F)(F)(F)(F)F.N1(OC(N(C)C)=[N+](C)C)C2N=CC=CC=2N=N1. The catalyst is ClCCl.CN(C)C=O.[Cl-].[Na+].O. The product is [CH2:1]([O:7][C:8]([C@@H:10]1[CH2:15][CH2:14][CH2:13][N:12]([C:16](=[O:48])[C@@H:17]([NH:33][C:34](=[O:47])[C@@H:35]([NH:39][C:40](=[O:41])[C@H:73]([CH3:74])[C@H:72]([O:71][CH3:70])[CH2:78][CH2:79][CH:80]=[CH2:81])[CH:36]([CH3:38])[CH3:37])[CH2:18][C:19]2[CH:24]=[CH:23][CH:22]=[C:21]([O:25][Si:26]([C:29]([CH3:32])([CH3:31])[CH3:30])([CH3:28])[CH3:27])[CH:20]=2)[NH:11]1)=[O:9])[CH2:2][CH2:3][CH2:4][CH:5]=[CH2:6]. The yield is 0.350. (4) The reactants are [F:1][CH:2]([F:25])[C:3]1[CH:4]=[CH:5][C:6]([F:24])=[C:7]([C:9]2[CH:14]=[CH:13][C:12]([CH2:15]O)=[CH:11][C:10]=2[C:17]2[C:21]([CH3:23])([CH3:22])[CH2:20][CH2:19][CH:18]=2)[CH:8]=1.S(Cl)([Cl:28])=O. The catalyst is C(Cl)Cl.CN(C=O)C. The product is [Cl:28][CH2:15][C:12]1[CH:13]=[CH:14][C:9]([C:7]2[CH:8]=[C:3]([CH:2]([F:25])[F:1])[CH:4]=[CH:5][C:6]=2[F:24])=[C:10]([C:17]2[C:21]([CH3:23])([CH3:22])[CH2:20][CH2:19][CH:18]=2)[CH:11]=1. The yield is 0.980. (5) The reactants are C([O:8][C@@H:9]1[C@@H:17]([CH2:18][CH2:19][F:20])[O:16][C@H:15]2[C@H:11]([N:12]=[C:13]([N:21]([CH3:23])[CH3:22])[S:14]2)[C@H:10]1[O:24]CC1C=CC=CC=1)C1C=CC=CC=1.B(Cl)(Cl)Cl.CO.[NH4+].[OH-]. The catalyst is ClCCl. The product is [CH3:23][N:21]([CH3:22])[C:13]1[S:14][C@H:15]2[O:16][C@H:17]([CH2:18][CH2:19][F:20])[C@@H:9]([OH:8])[C@H:10]([OH:24])[C@H:11]2[N:12]=1. The yield is 0.200. (6) The reactants are [CH3:1][O:2][C:3](=[O:23])[C:4]1[CH:9]=[C:8]([C:10]#[C:11][CH2:12][CH2:13][N:14]2[CH2:18][CH2:17][O:16][C:15]2=[O:19])[CH:7]=[C:6]([CH3:20])[C:5]=1[O:21][CH3:22].[CH2:24]([SnH:28]([CH2:33][CH2:34][CH2:35][CH3:36])[CH2:29][CH2:30][CH2:31][CH3:32])[CH2:25][CH2:26][CH3:27]. The catalyst is C1COCC1.C1C=CC([P]([Pd]([P](C2C=CC=CC=2)(C2C=CC=CC=2)C2C=CC=CC=2)([P](C2C=CC=CC=2)(C2C=CC=CC=2)C2C=CC=CC=2)[P](C2C=CC=CC=2)(C2C=CC=CC=2)C2C=CC=CC=2)(C2C=CC=CC=2)C2C=CC=CC=2)=CC=1. The product is [CH3:1][O:2][C:3](=[O:23])[C:4]1[CH:9]=[C:8]([C:10]([Sn:28]([CH2:29][CH2:30][CH2:31][CH3:32])([CH2:33][CH2:34][CH2:35][CH3:36])[CH2:24][CH2:25][CH2:26][CH3:27])=[CH:11][CH2:12][CH2:13][N:14]2[CH2:18][CH2:17][O:16][C:15]2=[O:19])[CH:7]=[C:6]([CH3:20])[C:5]=1[O:21][CH3:22]. The yield is 0.760.